From a dataset of Full USPTO retrosynthesis dataset with 1.9M reactions from patents (1976-2016). Predict the reactants needed to synthesize the given product. (1) Given the product [Cl:1][C:2]1[N:3]=[C:4]([C:9]([NH:11][C@H:12]2[CH2:17][CH2:16][N:15]([C:18]3[S:37][C:38]([C:42]([O:44][CH2:45][CH3:46])=[O:43])=[C:39]([CH3:41])[N:40]=3)[CH2:14][C@H:13]2[N:25]([CH3:26])[CH3:27])=[O:10])[NH:5][C:6]=1[CH2:7][CH3:8], predict the reactants needed to synthesize it. The reactants are: [Cl:1][C:2]1[N:3]=[C:4]([C:9]([NH:11][C@H:12]2[CH2:17][CH2:16][N:15]([C:18](OC(C)(C)C)=O)[CH2:14][C@H:13]2[N:25]([CH3:27])[CH3:26])=[O:10])[NH:5][C:6]=1[CH2:7][CH3:8].Cl.O1CCOCC1.BrC1[S:37][C:38]([C:42]([O:44][CH2:45][CH3:46])=[O:43])=[C:39]([CH3:41])[N:40]=1.C(=O)([O-])[O-].[Na+].[Na+]. (2) Given the product [Br:3][C:4]1[CH:12]=[C:11]2[C:7]([CH:8]=[N:9][N:10]2[CH3:16])=[C:6]([N+:13]([O-:15])=[O:14])[CH:5]=1.[Br:3][C:4]1[CH:5]=[C:6]([N+:13]([O-:15])=[O:14])[C:7]2[C:11]([CH:12]=1)=[N:10][N:9]([CH3:16])[CH:8]=2, predict the reactants needed to synthesize it. The reactants are: [H-].[Na+].[Br:3][C:4]1[CH:12]=[C:11]2[C:7]([CH:8]=[N:9][NH:10]2)=[C:6]([N+:13]([O-:15])=[O:14])[CH:5]=1.[CH3:16]I.O. (3) Given the product [Cl:1][C:2]1[C:3]([C:7]([F:10])([F:9])[F:8])=[N:4][N:5]([CH2:12][C:13]([N:15]2[CH2:20][CH2:19][CH2:18][C:17]3[N:21]([C:24]4[CH:25]=[CH:26][C:27]([F:30])=[CH:28][CH:29]=4)[N:22]=[CH:23][C:16]2=3)=[O:14])[CH:6]=1, predict the reactants needed to synthesize it. The reactants are: [Cl:1][C:2]1[C:3]([C:7]([F:10])([F:9])[F:8])=[N:4][NH:5][CH:6]=1.Cl[CH2:12][C:13]([N:15]1[CH2:20][CH2:19][CH2:18][C:17]2[N:21]([C:24]3[CH:29]=[CH:28][C:27]([F:30])=[CH:26][CH:25]=3)[N:22]=[CH:23][C:16]1=2)=[O:14].C([O-])([O-])=O.[K+].[K+]. (4) Given the product [F:1][C:2]1[CH:20]=[CH:19][C:5]([CH2:6][N:7]2[C:11]3[CH:12]=[N:13][C:14]([C:16]([NH:24][O:23][CH3:22])=[O:17])=[CH:15][C:10]=3[N:9]=[CH:8]2)=[CH:4][CH:3]=1, predict the reactants needed to synthesize it. The reactants are: [F:1][C:2]1[CH:20]=[CH:19][C:5]([CH2:6][N:7]2[C:11]3[CH:12]=[N:13][C:14]([C:16](O)=[O:17])=[CH:15][C:10]=3[N:9]=[CH:8]2)=[CH:4][CH:3]=1.Cl.[CH3:22][O:23][NH2:24]. (5) Given the product [CH2:3]([O:5][C:6]1[CH:7]=[C:8]([N:15]2[CH2:20][CH2:19][CH:18]([N:21]3[CH2:22][CH2:23][N:24]([S:27]([CH3:30])(=[O:29])=[O:28])[CH2:25][CH2:26]3)[CH2:17][CH2:16]2)[CH:9]=[CH:10][C:11]=1[NH2:12])[CH3:4], predict the reactants needed to synthesize it. The reactants are: [BH4-].[Na+].[CH2:3]([O:5][C:6]1[CH:7]=[C:8]([N:15]2[CH2:20][CH2:19][CH:18]([N:21]3[CH2:26][CH2:25][N:24]([S:27]([CH3:30])(=[O:29])=[O:28])[CH2:23][CH2:22]3)[CH2:17][CH2:16]2)[CH:9]=[CH:10][C:11]=1[N+:12]([O-])=O)[CH3:4].